Task: Regression. Given two drug SMILES strings and cell line genomic features, predict the synergy score measuring deviation from expected non-interaction effect.. Dataset: NCI-60 drug combinations with 297,098 pairs across 59 cell lines (1) Drug 1: C1=NC2=C(N=C(N=C2N1C3C(C(C(O3)CO)O)F)Cl)N. Drug 2: CC=C1C(=O)NC(C(=O)OC2CC(=O)NC(C(=O)NC(CSSCCC=C2)C(=O)N1)C(C)C)C(C)C. Cell line: NCIH23. Synergy scores: CSS=53.9, Synergy_ZIP=-5.41, Synergy_Bliss=-3.07, Synergy_Loewe=-9.59, Synergy_HSA=0.802. (2) Drug 1: CC12CCC3C(C1CCC2=O)CC(=C)C4=CC(=O)C=CC34C. Drug 2: CC1=C2C(C(=O)C3(C(CC4C(C3C(C(C2(C)C)(CC1OC(=O)C(C(C5=CC=CC=C5)NC(=O)OC(C)(C)C)O)O)OC(=O)C6=CC=CC=C6)(CO4)OC(=O)C)O)C)O. Cell line: HCT116. Synergy scores: CSS=49.9, Synergy_ZIP=-0.225, Synergy_Bliss=-0.908, Synergy_Loewe=-17.6, Synergy_HSA=-0.230. (3) Drug 1: COC1=C(C=C2C(=C1)N=CN=C2NC3=CC(=C(C=C3)F)Cl)OCCCN4CCOCC4. Drug 2: CCC1(CC2CC(C3=C(CCN(C2)C1)C4=CC=CC=C4N3)(C5=C(C=C6C(=C5)C78CCN9C7C(C=CC9)(C(C(C8N6C=O)(C(=O)OC)O)OC(=O)C)CC)OC)C(=O)OC)O.OS(=O)(=O)O. Cell line: NCIH23. Synergy scores: CSS=61.7, Synergy_ZIP=7.37, Synergy_Bliss=12.9, Synergy_Loewe=14.7, Synergy_HSA=14.8. (4) Drug 1: CC1=C(C(=O)C2=C(C1=O)N3CC4C(C3(C2COC(=O)N)OC)N4)N. Drug 2: C1CN(P(=O)(OC1)NCCCl)CCCl. Cell line: SNB-19. Synergy scores: CSS=30.2, Synergy_ZIP=2.90, Synergy_Bliss=4.08, Synergy_Loewe=-36.1, Synergy_HSA=2.29.